Task: Predict the reactants needed to synthesize the given product.. Dataset: Full USPTO retrosynthesis dataset with 1.9M reactions from patents (1976-2016) (1) Given the product [NH2:17][C:16]1[N:15]=[CH:14][N:13]=[C:12]2[N:8]([C:4]3[CH:3]=[C:2]([NH:1][S:26]([C:23]4[CH:22]=[CH:21][C:20]([O:19][CH3:18])=[CH:25][CH:24]=4)(=[O:28])=[O:27])[CH:7]=[CH:6][CH:5]=3)[N:9]=[CH:10][C:11]=12, predict the reactants needed to synthesize it. The reactants are: [NH2:1][C:2]1[CH:3]=[C:4]([N:8]2[C:12]3=[N:13][CH:14]=[N:15][C:16]([NH2:17])=[C:11]3[CH:10]=[N:9]2)[CH:5]=[CH:6][CH:7]=1.[CH3:18][O:19][C:20]1[CH:25]=[CH:24][C:23]([S:26](Cl)(=[O:28])=[O:27])=[CH:22][CH:21]=1.C(N(C(C)C)CC)(C)C.CN(C=O)C. (2) Given the product [CH:1]1([CH:4]([C:18]2[CH:23]=[CH:22][CH:21]=[CH:20][N:19]=2)[NH:5][C:6]([C:8]2[CH:9]=[C:10]3[C:14](=[CH:15][CH:16]=2)[NH:13][N:12]=[C:11]3[C:32]2[CH:33]=[CH:34][C:35]([N:38]3[CH2:39][CH2:40][CH:41]([C:44]([OH:47])([CH3:45])[CH3:46])[CH2:42][CH2:43]3)=[CH:36][CH:37]=2)=[O:7])[CH2:3][CH2:2]1, predict the reactants needed to synthesize it. The reactants are: [CH:1]1([CH:4]([C:18]2[CH:23]=[CH:22][CH:21]=[CH:20][N:19]=2)[NH:5][C:6]([C:8]2[CH:9]=[C:10]3[C:14](=[CH:15][CH:16]=2)[NH:13][N:12]=[C:11]3I)=[O:7])[CH2:3][CH2:2]1.CC1(C)C(C)(C)OB([C:32]2[CH:37]=[CH:36][C:35]([N:38]3[CH2:43][CH2:42][CH:41]([C:44]([OH:47])([CH3:46])[CH3:45])[CH2:40][CH2:39]3)=[CH:34][CH:33]=2)O1.